From a dataset of Peptide-MHC class I binding affinity with 185,985 pairs from IEDB/IMGT. Regression. Given a peptide amino acid sequence and an MHC pseudo amino acid sequence, predict their binding affinity value. This is MHC class I binding data. (1) The MHC is HLA-B35:01 with pseudo-sequence HLA-B35:01. The binding affinity (normalized) is 0.0847. The peptide sequence is YECTSRHFT. (2) The peptide sequence is YHLGGIEGL. The MHC is HLA-B40:01 with pseudo-sequence HLA-B40:01. The binding affinity (normalized) is 0.0847. (3) The peptide sequence is IPSTVKTNLY. The binding affinity (normalized) is 0.146. The MHC is HLA-B54:01 with pseudo-sequence HLA-B54:01. (4) The peptide sequence is VYFVLTDRF. The MHC is HLA-A03:01 with pseudo-sequence HLA-A03:01. The binding affinity (normalized) is 0.0847. (5) The peptide sequence is TVAHQVCPY. The MHC is HLA-B39:01 with pseudo-sequence HLA-B39:01. The binding affinity (normalized) is 0.0847. (6) The peptide sequence is ISVANKIYM. The MHC is H-2-Db with pseudo-sequence H-2-Db. The binding affinity (normalized) is 0.846.